From a dataset of Catalyst prediction with 721,799 reactions and 888 catalyst types from USPTO. Predict which catalyst facilitates the given reaction. (1) Reactant: [CH:1]1([C:4]#[C:5][CH2:6][NH2:7])[CH2:3][CH2:2]1.S=[C:9]1[CH2:13][S:12][C:11](=[O:14])[NH:10]1. Product: [CH:1]1([C:4]#[C:5][CH2:6][NH:7][C:9]2[CH2:13][S:12][C:11](=[O:14])[N:10]=2)[CH2:3][CH2:2]1. The catalyst class is: 8. (2) Reactant: [OH:1][C:2]1[CH:3]=[C:4]2[C:9](=[CH:10][CH:11]=1)[N:8]=[C:7]([CH2:12][CH:13]([CH3:15])[CH3:14])[C:6]([C:16]#[N:17])=[C:5]2[C:18]1[CH:23]=[CH:22][C:21]([CH3:24])=[CH:20][CH:19]=1.[C:25]([O:28][CH2:29][CH2:30]Br)(=[O:27])[CH3:26].CN(C)C=O. Product: [C:25]([O:28][CH2:29][CH2:30][O:1][C:2]1[CH:3]=[C:4]2[C:9](=[CH:10][CH:11]=1)[N:8]=[C:7]([CH2:12][CH:13]([CH3:15])[CH3:14])[C:6]([C:16]#[N:17])=[C:5]2[C:18]1[CH:23]=[CH:22][C:21]([CH3:24])=[CH:20][CH:19]=1)(=[O:27])[CH3:26]. The catalyst class is: 6. (3) Reactant: [Cl:1][C:2]1[CH:24]=[CH:23][C:22]([Cl:25])=[CH:21][C:3]=1[CH2:4][N:5]1[C:9]([C:10]([O:12][CH2:13][CH3:14])=[O:11])=[CH:8][N:7]=[C:6]1[C:15]1[CH:16]=[N:17][CH:18]=[CH:19][CH:20]=1.[Cl:26]N1C(=O)CCC1=O.O. Product: [Cl:26][C:8]1[N:7]=[C:6]([C:15]2[CH:16]=[N:17][CH:18]=[CH:19][CH:20]=2)[N:5]([CH2:4][C:3]2[CH:21]=[C:22]([Cl:25])[CH:23]=[CH:24][C:2]=2[Cl:1])[C:9]=1[C:10]([O:12][CH2:13][CH3:14])=[O:11]. The catalyst class is: 10. (4) Reactant: [Cl:1][C:2]1[CH:7]=[CH:6][CH:5]=[CH:4][C:3]=1[C:8](=[O:10])[CH3:9].[Br:11]Br. Product: [Br:11][CH2:9][C:8]([C:3]1[CH:4]=[CH:5][CH:6]=[CH:7][C:2]=1[Cl:1])=[O:10]. The catalyst class is: 48.